This data is from Forward reaction prediction with 1.9M reactions from USPTO patents (1976-2016). The task is: Predict the product of the given reaction. (1) The product is: [C:1]([O:5][C:6]([N:8]1[CH2:13][CH2:12][CH:11]([C@H:14]2[O:23][C:17]3=[CH:18][N:19]=[C:20]([C:31]4[CH2:32][CH2:33][N:28]([S:25]([CH3:24])(=[O:27])=[O:26])[CH2:29][CH:30]=4)[CH:21]=[C:16]3[CH2:15]2)[CH2:10][CH2:9]1)=[O:7])([CH3:4])([CH3:3])[CH3:2]. Given the reactants [C:1]([O:5][C:6]([N:8]1[CH2:13][CH2:12][CH:11]([C@H:14]2[O:23][C:17]3=[CH:18][N:19]=[C:20](Cl)[CH:21]=[C:16]3[CH2:15]2)[CH2:10][CH2:9]1)=[O:7])([CH3:4])([CH3:3])[CH3:2].[CH3:24][S:25]([N:28]1[CH2:33][CH:32]=[C:31](B2OC(C)(C)C(C)(C)O2)[CH2:30][CH2:29]1)(=[O:27])=[O:26], predict the reaction product. (2) Given the reactants [Cl:1][C:2]1[CH:3]=[C:4]([C:9]2([C:22]([F:25])([F:24])[F:23])[O:13][N:12]=[C:11]([C:14]3[CH:15]=[CH:16][C:17]([CH3:21])=[C:18]([CH:20]=3)[NH2:19])[CH2:10]2)[CH:5]=[C:6]([Cl:8])[CH:7]=1.[C:26](O)(=[O:30])[CH2:27][CH2:28][CH3:29].Cl.C(N(CC)CCCN=C=NCC)C.C(=O)([O-])O.[Na+], predict the reaction product. The product is: [Cl:1][C:2]1[CH:3]=[C:4]([C:9]2([C:22]([F:23])([F:25])[F:24])[O:13][N:12]=[C:11]([C:14]3[CH:15]=[CH:16][C:17]([CH3:21])=[C:18]([NH:19][C:26](=[O:30])[CH2:27][CH2:28][CH3:29])[CH:20]=3)[CH2:10]2)[CH:5]=[C:6]([Cl:8])[CH:7]=1. (3) Given the reactants C([O-])(=O)C.[K+].Br[C:7]1[CH:15]=[CH:14][CH:13]=[C:12]2[C:8]=1[CH2:9][CH2:10][C:11]2=[O:16].[B:17]1([B:17]2[O:21][C:20]([CH3:23])([CH3:22])[C:19]([CH3:25])([CH3:24])[O:18]2)[O:21][C:20]([CH3:23])([CH3:22])[C:19]([CH3:25])([CH3:24])[O:18]1, predict the reaction product. The product is: [CH3:24][C:19]1([CH3:25])[C:20]([CH3:23])([CH3:22])[O:21][B:17]([C:7]2[CH:15]=[CH:14][CH:13]=[C:12]3[C:8]=2[CH2:9][CH2:10][C:11]3=[O:16])[O:18]1. (4) Given the reactants [CH2:1]([N:8]1[C@H:13]([C:14]2[CH:19]=[CH:18][CH:17]=[CH:16][CH:15]=2)[CH2:12][O:11][CH:10]([CH:20]=[O:21])[CH2:9]1)[C:2]1[CH:7]=[CH:6][CH:5]=[CH:4][CH:3]=1.C=O.[O-:24][CH2:25]C.[Na+].[Cl-].[NH4+], predict the reaction product. The product is: [CH2:1]([N:8]1[C@H:13]([C:14]2[CH:15]=[CH:16][CH:17]=[CH:18][CH:19]=2)[CH2:12][O:11][C:10]([CH2:25][OH:24])([CH2:20][OH:21])[CH2:9]1)[C:2]1[CH:3]=[CH:4][CH:5]=[CH:6][CH:7]=1. (5) The product is: [CH2:13]1[C:11]2([CH2:14][NH:8][CH2:9][C:10]32[O:15][CH2:16][CH2:17][O:18]3)[CH2:12]1. Given the reactants C([N:8]1[CH2:14][C:11]2([CH2:13][CH2:12]2)[C:10]2([O:18][CH2:17][CH2:16][O:15]2)[CH2:9]1)C1C=CC=CC=1, predict the reaction product. (6) Given the reactants [CH:1]1([C:4]2[N:8]([C:9]3[C:15]([F:16])=[CH:14][C:12]([NH2:13])=[CH:11][C:10]=3[F:17])[N:7]=[C:6]([C:18]([F:21])([F:20])[F:19])[CH:5]=2)[CH2:3][CH2:2]1.C([O:26][C:27](=O)[CH2:28][C:29]([CH3:31])=[O:30])(C)(C)C, predict the reaction product. The product is: [CH:1]1([C:4]2[N:8]([C:9]3[C:10]([F:17])=[CH:11][C:12]([NH:13][C:27](=[O:26])[CH2:28][C:29](=[O:30])[CH3:31])=[CH:14][C:15]=3[F:16])[N:7]=[C:6]([C:18]([F:20])([F:19])[F:21])[CH:5]=2)[CH2:2][CH2:3]1.